From a dataset of Forward reaction prediction with 1.9M reactions from USPTO patents (1976-2016). Predict the product of the given reaction. (1) Given the reactants C([O:3][C:4](=[O:20])/[CH:5]=[CH:6]/[C:7]1[CH:12]=[C:11]([O:13][CH2:14][CH:15]2[CH2:17][CH2:16]2)[C:10]([Cl:18])=[CH:9][C:8]=1[NH2:19])C, predict the reaction product. The product is: [NH2:19][C:8]1[CH:9]=[C:10]([Cl:18])[C:11]([O:13][CH2:14][CH:15]2[CH2:16][CH2:17]2)=[CH:12][C:7]=1/[CH:6]=[CH:5]/[C:4]([OH:20])=[O:3]. (2) Given the reactants Cl.[CH3:2][C:3]1[C:7]([CH2:8][N:9]2[CH:13]=[C:12]([NH2:14])[CH:11]=[N:10]2)=[C:6]([CH3:15])[O:5][N:4]=1.Br[CH2:17][C:18]1[CH:25]=[CH:24][CH:23]=[CH:22][C:19]=1[C:20]#N.C(N(CC)CC)C.CN(C=[O:37])C, predict the reaction product. The product is: [CH3:2][C:3]1[C:7]([CH2:8][N:9]2[CH:13]=[C:12]([N:14]3[CH2:20][C:19]4[C:18](=[CH:25][CH:24]=[CH:23][CH:22]=4)[C:17]3=[O:37])[CH:11]=[N:10]2)=[C:6]([CH3:15])[O:5][N:4]=1.